The task is: Predict the product of the given reaction.. This data is from Forward reaction prediction with 1.9M reactions from USPTO patents (1976-2016). (1) Given the reactants [CH:1]([C:3]1[CH:8]=[CH:7][CH:6]=[CH:5][C:4]=1[N:9]([CH3:23])[S:10]([C:13]1[CH:18]=[CH:17][C:16]([C:19]([F:22])([F:21])[F:20])=[CH:15][CH:14]=1)(=[O:12])=[O:11])=O.O.[NH2:25][NH2:26], predict the reaction product. The product is: [N:25](=[CH:1][C:3]1[CH:8]=[CH:7][CH:6]=[CH:5][C:4]=1[N:9]([CH3:23])[S:10]([C:13]1[CH:18]=[CH:17][C:16]([C:19]([F:22])([F:21])[F:20])=[CH:15][CH:14]=1)(=[O:12])=[O:11])[NH2:26]. (2) The product is: [Cl:1][C:2]1[CH:3]=[CH:4][C:5]([C:8]2[C:12]([CH3:13])=[C:11]([NH:14][C:15](=[O:18])[CH2:16][SH:17])[NH:10][N:9]=2)=[CH:6][CH:7]=1. Given the reactants [Cl:1][C:2]1[CH:7]=[CH:6][C:5]([C:8]2[C:12]([CH3:13])=[C:11]([NH2:14])[NH:10][N:9]=2)=[CH:4][CH:3]=1.[C:15](O)(=[O:18])[CH2:16][SH:17], predict the reaction product. (3) Given the reactants [N:1]1([C:6]2[CH:29]=[CH:28][C:9]([CH2:10][N:11]3[C:19](Cl)=[C:18]4[C:13]([N:14]([CH2:24][CH:25]([CH3:27])[CH3:26])[C:15](=[O:23])[N:16]([CH3:22])[C:17]4=[O:21])=[CH:12]3)=[CH:8][CH:7]=2)[CH:5]=[N:4][CH:3]=[N:2]1.[C:30]1([OH:36])[CH:35]=[CH:34][CH:33]=[CH:32][CH:31]=1.C([O-])([O-])=O.[Cs+].[Cs+], predict the reaction product. The product is: [N:1]1([C:6]2[CH:29]=[CH:28][C:9]([CH2:10][N:11]3[C:19]([O:36][C:30]4[CH:35]=[CH:34][CH:33]=[CH:32][CH:31]=4)=[C:18]4[C:13]([N:14]([CH2:24][CH:25]([CH3:27])[CH3:26])[C:15](=[O:23])[N:16]([CH3:22])[C:17]4=[O:21])=[CH:12]3)=[CH:8][CH:7]=2)[CH:5]=[N:4][CH:3]=[N:2]1.